This data is from NCI-60 drug combinations with 297,098 pairs across 59 cell lines. The task is: Regression. Given two drug SMILES strings and cell line genomic features, predict the synergy score measuring deviation from expected non-interaction effect. (1) Drug 1: C1CCN(CC1)CCOC2=CC=C(C=C2)C(=O)C3=C(SC4=C3C=CC(=C4)O)C5=CC=C(C=C5)O. Drug 2: CC1=C(C=C(C=C1)NC(=O)C2=CC=C(C=C2)CN3CCN(CC3)C)NC4=NC=CC(=N4)C5=CN=CC=C5. Cell line: NCI-H226. Synergy scores: CSS=0.0305, Synergy_ZIP=3.54, Synergy_Bliss=4.62, Synergy_Loewe=-1.72, Synergy_HSA=-1.79. (2) Drug 1: C1=NC2=C(N1)C(=S)N=C(N2)N. Drug 2: COC1=NC(=NC2=C1N=CN2C3C(C(C(O3)CO)O)O)N. Cell line: SK-OV-3. Synergy scores: CSS=31.4, Synergy_ZIP=-9.59, Synergy_Bliss=-3.30, Synergy_Loewe=-42.5, Synergy_HSA=-6.62. (3) Drug 1: C1CCN(CC1)CCOC2=CC=C(C=C2)C(=O)C3=C(SC4=C3C=CC(=C4)O)C5=CC=C(C=C5)O. Drug 2: CC1=C(C=C(C=C1)NC2=NC=CC(=N2)N(C)C3=CC4=NN(C(=C4C=C3)C)C)S(=O)(=O)N.Cl. Cell line: COLO 205. Synergy scores: CSS=-5.36, Synergy_ZIP=6.07, Synergy_Bliss=13.2, Synergy_Loewe=6.39, Synergy_HSA=5.41. (4) Cell line: ACHN. Drug 1: CC1=C2C(C(=O)C3(C(CC4C(C3C(C(C2(C)C)(CC1OC(=O)C(C(C5=CC=CC=C5)NC(=O)OC(C)(C)C)O)O)OC(=O)C6=CC=CC=C6)(CO4)OC(=O)C)OC)C)OC. Drug 2: C1CN(CCN1C(=O)CCBr)C(=O)CCBr. Synergy scores: CSS=47.1, Synergy_ZIP=-0.461, Synergy_Bliss=-0.239, Synergy_Loewe=4.30, Synergy_HSA=5.28. (5) Drug 1: CCN(CC)CCNC(=O)C1=C(NC(=C1C)C=C2C3=C(C=CC(=C3)F)NC2=O)C. Synergy scores: CSS=-1.68, Synergy_ZIP=-3.62, Synergy_Bliss=-10.5, Synergy_Loewe=-46.8, Synergy_HSA=-8.19. Drug 2: C(=O)(N)NO. Cell line: K-562.